This data is from NCI-60 drug combinations with 297,098 pairs across 59 cell lines. The task is: Regression. Given two drug SMILES strings and cell line genomic features, predict the synergy score measuring deviation from expected non-interaction effect. (1) Drug 1: C#CCC(CC1=CN=C2C(=N1)C(=NC(=N2)N)N)C3=CC=C(C=C3)C(=O)NC(CCC(=O)O)C(=O)O. Drug 2: C1CN(CCN1C(=O)CCBr)C(=O)CCBr. Cell line: SK-OV-3. Synergy scores: CSS=12.8, Synergy_ZIP=-5.27, Synergy_Bliss=-2.37, Synergy_Loewe=-6.18, Synergy_HSA=-3.26. (2) Drug 1: C1CCC(C1)C(CC#N)N2C=C(C=N2)C3=C4C=CNC4=NC=N3. Drug 2: C1CN(P(=O)(OC1)NCCCl)CCCl. Cell line: T-47D. Synergy scores: CSS=-0.189, Synergy_ZIP=2.96, Synergy_Bliss=5.39, Synergy_Loewe=-0.138, Synergy_HSA=0.115. (3) Drug 1: C1CN1C2=NC(=NC(=N2)N3CC3)N4CC4. Drug 2: C1=NC2=C(N1)C(=S)N=C(N2)N. Cell line: PC-3. Synergy scores: CSS=20.8, Synergy_ZIP=-5.54, Synergy_Bliss=-1.29, Synergy_Loewe=0.494, Synergy_HSA=2.24. (4) Drug 1: C1=CN(C(=O)N=C1N)C2C(C(C(O2)CO)O)O.Cl. Drug 2: B(C(CC(C)C)NC(=O)C(CC1=CC=CC=C1)NC(=O)C2=NC=CN=C2)(O)O. Cell line: CAKI-1. Synergy scores: CSS=38.2, Synergy_ZIP=1.02, Synergy_Bliss=2.18, Synergy_Loewe=-3.29, Synergy_HSA=3.82. (5) Drug 1: CCCCC(=O)OCC(=O)C1(CC(C2=C(C1)C(=C3C(=C2O)C(=O)C4=C(C3=O)C=CC=C4OC)O)OC5CC(C(C(O5)C)O)NC(=O)C(F)(F)F)O. Drug 2: C#CCC(CC1=CN=C2C(=N1)C(=NC(=N2)N)N)C3=CC=C(C=C3)C(=O)NC(CCC(=O)O)C(=O)O. Cell line: NCI/ADR-RES. Synergy scores: CSS=8.09, Synergy_ZIP=2.85, Synergy_Bliss=9.62, Synergy_Loewe=0.922, Synergy_HSA=3.57.